This data is from Forward reaction prediction with 1.9M reactions from USPTO patents (1976-2016). The task is: Predict the product of the given reaction. Given the reactants [H-].[Na+].[Cl:3][C:4]1[CH:9]=[C:8]([OH:10])[CH:7]=[CH:6][N:5]=1.OC1C=CC=CN=1.[F:18][C:19]1[CH:24]=[C:23](F)[C:22]([F:26])=[CH:21][C:20]=1[N+:27]([O-:29])=[O:28], predict the reaction product. The product is: [Cl:3][C:4]1[CH:9]=[C:8]([O:10][C:23]2[CH:24]=[C:19]([F:18])[C:20]([N+:27]([O-:29])=[O:28])=[CH:21][C:22]=2[F:26])[CH:7]=[CH:6][N:5]=1.